From a dataset of Reaction yield outcomes from USPTO patents with 853,638 reactions. Predict the reaction yield, written as a fraction of the theoretical maximum amount of product (1.0 means a 100% yield; for example, 0.34 means a 34% yield). (1) The reactants are [H-].[H-].[H-].[H-].[Li+].[Al+3].[Cl:7][C:8]1[CH:17]=[CH:16][C:11]([C:12](OC)=[O:13])=[CH:10][N:9]=1. The catalyst is C1COCC1. The product is [Cl:7][C:8]1[N:9]=[CH:10][C:11]([CH2:12][OH:13])=[CH:16][CH:17]=1. The yield is 0.700. (2) The reactants are [CH3:1][O:2][CH2:3][CH2:4][O:5][CH2:6][N:7]1[CH:11]=[CH:10][CH:9]=[N:8]1.C([Li])CCC.[CH2:17]([O:24][C@@H:25]1[CH2:31][CH2:30][C@@H:29]2[C@@H:27]([O:28]2)[CH2:26]1)[C:18]1[CH:23]=[CH:22][CH:21]=[CH:20][CH:19]=1.C(=O)([O-])O.[Na+]. The catalyst is C1COCC1. The product is [CH2:17]([O:24][C@H:25]1[CH2:26][C@H:27]([OH:28])[C@@H:29]([C:11]2[N:7]([CH2:6][O:5][CH2:4][CH2:3][O:2][CH3:1])[N:8]=[CH:9][CH:10]=2)[CH2:30][CH2:31]1)[C:18]1[CH:23]=[CH:22][CH:21]=[CH:20][CH:19]=1. The yield is 0.550. (3) The reactants are Cl[C:2]1[CH:11]=[CH:10][C:5]([C:6]([O:8][CH3:9])=[O:7])=[CH:4][N:3]=1.[NH:12]1[CH2:17][CH2:16][O:15][CH2:14][CH2:13]1. The catalyst is CO. The product is [N:12]1([C:2]2[CH:11]=[CH:10][C:5]([C:6]([O:8][CH3:9])=[O:7])=[CH:4][N:3]=2)[CH2:17][CH2:16][O:15][CH2:14][CH2:13]1. The yield is 0.790. (4) The reactants are [BH4-].[Na+].[CH3:3][C:4]([CH:9]1[CH2:14][CH2:13][CH2:12][C:11](=[O:15])[CH2:10]1)([N+:6]([O-:8])=[O:7])[CH3:5].[Cl-].[NH4+]. The catalyst is CO. The product is [CH3:5][C:4]([C@@H:9]1[CH2:14][CH2:13][CH2:12][C@H:11]([OH:15])[CH2:10]1)([N+:6]([O-:8])=[O:7])[CH3:3].[CH3:5][C:4]([C@H:9]1[CH2:14][CH2:13][CH2:12][C@H:11]([OH:15])[CH2:10]1)([N+:6]([O-:8])=[O:7])[CH3:3]. The yield is 0.290. (5) The reactants are Br[C:2]1[CH:7]=[C:6]([N+:8]([O-:10])=[O:9])[CH:5]=[CH:4][C:3]=1[C:11]([CH3:14])([CH3:13])[CH3:12].[CH3:15][N:16](C=O)C. The catalyst is O.[C-]#N.[C-]#N.[Zn+2].C1C=CC([P]([Pd]([P](C2C=CC=CC=2)(C2C=CC=CC=2)C2C=CC=CC=2)([P](C2C=CC=CC=2)(C2C=CC=CC=2)C2C=CC=CC=2)[P](C2C=CC=CC=2)(C2C=CC=CC=2)C2C=CC=CC=2)(C2C=CC=CC=2)C2C=CC=CC=2)=CC=1. The product is [C:11]([C:3]1[CH:4]=[CH:5][C:6]([N+:8]([O-:10])=[O:9])=[CH:7][C:2]=1[C:15]#[N:16])([CH3:14])([CH3:13])[CH3:12]. The yield is 0.800. (6) The product is [S:1](=[O:35])(=[O:34])([O:3][CH2:4][C@@H:5]1[C@@H:12]([OH:11])[C@@H:8]([OH:9])[C@H:7]([N:15]2[CH:23]=[N:22][C:21]3[C:16]2=[N:17][CH:18]=[N:19][C:20]=3[NH:24][C@@H:25]2[C:33]3[C:28](=[CH:29][CH:30]=[CH:31][CH:32]=3)[CH2:27][CH2:26]2)[O:6]1)[NH2:2]. The reactants are [S:1](=[O:35])(=[O:34])([O:3][CH2:4][C@@H:5]1[C@@H:12]2[C@@H:8]([O:9]C(C)(C)[O:11]2)[C@H:7]([N:15]2[CH:23]=[N:22][C:21]3[C:16]2=[N:17][CH:18]=[N:19][C:20]=3[NH:24][C@@H:25]2[C:33]3[C:28](=[CH:29][CH:30]=[CH:31][CH:32]=3)[CH2:27][CH2:26]2)[O:6]1)[NH2:2]. The yield is 0.670. The catalyst is FC(F)(F)C(O)=O.O. (7) The reactants are Cl[C:2]1[C:7]([CH:8]([C:10]2[CH:15]=[CH:14][C:13]([CH2:16][CH3:17])=[CH:12][CH:11]=2)O)=[N:6][CH:5]=[CH:4][N:3]=1.[OH-].[K+].C([O-])([O-])=O.[K+].[K+].[CH2:26]([OH:33])[C:27]1[CH:32]=[CH:31][CH:30]=[CH:29][CH:28]=1.COCCOCCN(CCOCCOC)CCOCCOC. The catalyst is C1(C)C=CC=CC=1.O. The product is [CH2:26]([O:33][C:2]1[C:7]([CH2:8][C:10]2[CH:15]=[CH:14][C:13]([CH2:16][CH3:17])=[CH:12][CH:11]=2)=[N:6][CH:5]=[CH:4][N:3]=1)[C:27]1[CH:32]=[CH:31][CH:30]=[CH:29][CH:28]=1. The yield is 0.110.